Dataset: Serine/threonine kinase 33 screen with 319,792 compounds. Task: Binary Classification. Given a drug SMILES string, predict its activity (active/inactive) in a high-throughput screening assay against a specified biological target. (1) The molecule is S(=O)(=O)(NCCC(=O)NCCCSc1ccccc1)c1ccccc1. The result is 0 (inactive). (2) The molecule is S(=O)(=O)(N1CN(c2nc3c(nc12)cccc3)CC=C)c1ccc(OC)cc1. The result is 0 (inactive). (3) The compound is s\1c2c(n(c1=N/C(=O)CCC)C)c(OC)ccc2OC. The result is 0 (inactive). (4) The molecule is S(c1n(Cc2occc2)c(nn1)c1cccnc1)CC(=O)Nc1ccc(cc1)C(=O)N. The result is 0 (inactive). (5) The molecule is S1C(CC(=O)Nc2c(F)cccc2)C(=O)N=C1N\N=C1\CC(CC(=C1)C)(C)C. The result is 0 (inactive). (6) The compound is O(CCNCc1ccccc1)CCOc1ccc(OCCC)cc1. The result is 0 (inactive). (7) The compound is S=C(N)CCn1nc(c2c1nc(cc2C(OCC)=O)c1ccc(OC)cc1)C. The result is 0 (inactive).